This data is from Full USPTO retrosynthesis dataset with 1.9M reactions from patents (1976-2016). The task is: Predict the reactants needed to synthesize the given product. (1) Given the product [NH2:1][C:2]1[CH:3]=[C:4]([C:12]2[CH:17]=[CH:16][CH:15]=[CH:14][C:13]=2[F:18])[CH:5]=[CH:6][C:7]=1[C:8]([OH:10])=[O:9], predict the reactants needed to synthesize it. The reactants are: [NH2:1][C:2]1[CH:3]=[C:4]([C:12]2[CH:17]=[CH:16][CH:15]=[CH:14][C:13]=2[F:18])[CH:5]=[CH:6][C:7]=1[C:8]([O:10]C)=[O:9].[OH-].[Na+]. (2) Given the product [NH:1]([C:32]([O:34][C:35]([CH3:38])([CH3:37])[CH3:36])=[O:33])[C@@H:2]([C:22]([O:24][CH3:25])=[O:23])[CH2:3][CH2:4][C:5]([NH:7][C@@H:8]([C:19]([OH:21])=[O:20])[CH2:9][C:10]1[C:18]2[C:13](=[CH:14][CH:15]=[CH:16][CH:17]=2)[NH:12][CH:11]=1)=[O:6], predict the reactants needed to synthesize it. The reactants are: [NH:1]([C:32]([O:34][C:35]([CH3:38])([CH3:37])[CH3:36])=[O:33])[C@@H:2]([C:22]([O:24][CH2:25]C1C=CC=CC=1)=[O:23])[CH2:3][CH2:4][C:5]([NH:7][C@@H:8]([C:19]([OH:21])=[O:20])[CH2:9][C:10]1[C:18]2[C:13](=[CH:14][CH:15]=[CH:16][CH:17]=2)[NH:12][CH:11]=1)=[O:6].C[O-].[Na+].C(O)(=O)C. (3) The reactants are: Cl[C:2]1[CH:3]=[C:4]([CH:33]=[CH:34][CH:35]=1)[C:5]([NH:7][CH2:8][C:9]1[CH:14]=[CH:13][C:12]([C:15]#[N:16])=[CH:11][C:10]=1[NH:17][CH2:18][C:19]1[CH:24]=[CH:23][CH:22]=[C:21]([C:25]([N:27]2[CH2:32][CH2:31][O:30][CH2:29][CH2:28]2)=[O:26])[CH:20]=1)=[O:6].[ClH:36].[NH2:37][OH:38]. Given the product [Cl:36][C:2]1[CH:3]=[C:4]([CH:33]=[CH:34][CH:35]=1)[C:5]([NH:7][CH2:8][C:9]1[CH:14]=[CH:13][C:12]([C:15](=[NH:16])[NH:37][OH:38])=[CH:11][C:10]=1[NH:17][CH2:18][C:19]1[CH:24]=[CH:23][CH:22]=[C:21]([C:25]([N:27]2[CH2:32][CH2:31][O:30][CH2:29][CH2:28]2)=[O:26])[CH:20]=1)=[O:6], predict the reactants needed to synthesize it. (4) Given the product [F:30][C:29]1[CH:28]=[CH:27][CH:26]=[C:25]([F:31])[C:24]=1[N:17]1[CH2:16][CH2:15][C:12]2([C:11](=[O:20])[N:10]([C:7]3[CH:8]=[CH:9][C:4]([O:3][C:2]([F:1])([F:21])[F:22])=[CH:5][CH:6]=3)[CH2:14][CH2:13]2)[CH2:19][CH2:18]1, predict the reactants needed to synthesize it. The reactants are: [F:1][C:2]([F:22])([F:21])[O:3][C:4]1[CH:9]=[CH:8][C:7]([N:10]2[CH2:14][CH2:13][C:12]3([CH2:19][CH2:18][NH:17][CH2:16][CH2:15]3)[C:11]2=[O:20])=[CH:6][CH:5]=1.Br[C:24]1[C:29]([F:30])=[CH:28][CH:27]=[CH:26][C:25]=1[F:31]. (5) Given the product [Cl:1][C:2]1[C:3]([N:15]2[CH2:20][CH2:19][O:18][CH2:17][CH2:16]2)=[C:4]([CH2:8][N:9]2[CH2:14][CH2:13][N:12]([C:21]([O:22][N:23]3[C:27](=[O:28])[CH2:26][CH2:25][C:24]3=[O:29])=[O:30])[CH2:11][CH2:10]2)[CH:5]=[CH:6][CH:7]=1, predict the reactants needed to synthesize it. The reactants are: [Cl:1][C:2]1[CH:7]=[CH:6][CH:5]=[C:4]([CH2:8][N:9]2[CH2:14][CH2:13][NH:12][CH2:11][CH2:10]2)[C:3]=1[N:15]1[CH2:20][CH2:19][O:18][CH2:17][CH2:16]1.[C:21](=O)([O:30]N1C(=O)CCC1=O)[O:22][N:23]1[C:27](=[O:28])[CH2:26][CH2:25][C:24]1=[O:29].ClCCl.C(N(CC)C(C)C)(C)C. (6) Given the product [F:45][C:2]([F:1])([F:44])[C:3]1[CH:4]=[C:5]([CH:37]=[C:38]([C:40]([F:42])([F:41])[F:43])[CH:39]=1)[CH2:6][N:7]([CH2:15][C:16]1[CH:21]=[C:20]([C:22]([F:23])([F:24])[F:25])[CH:19]=[CH:18][C:17]=1[N:26]([CH2:48][CH3:49])[C:27](=[O:36])[O:28][CH2:29][C:30]1[CH:35]=[CH:34][CH:33]=[CH:32][CH:31]=1)[C:8]1[N:13]=[CH:12][C:11]([Br:14])=[CH:10][N:9]=1, predict the reactants needed to synthesize it. The reactants are: [F:1][C:2]([F:45])([F:44])[C:3]1[CH:4]=[C:5]([CH:37]=[C:38]([C:40]([F:43])([F:42])[F:41])[CH:39]=1)[CH2:6][N:7]([CH2:15][C:16]1[CH:21]=[C:20]([C:22]([F:25])([F:24])[F:23])[CH:19]=[CH:18][C:17]=1[NH:26][C:27](=[O:36])[O:28][CH2:29][C:30]1[CH:35]=[CH:34][CH:33]=[CH:32][CH:31]=1)[C:8]1[N:13]=[CH:12][C:11]([Br:14])=[CH:10][N:9]=1.[H-].[Na+].[CH2:48](I)[CH3:49].O.